From a dataset of Peptide-MHC class II binding affinity with 134,281 pairs from IEDB. Regression. Given a peptide amino acid sequence and an MHC pseudo amino acid sequence, predict their binding affinity value. This is MHC class II binding data. (1) The peptide sequence is TNDNNLYKLHGGHVS. The MHC is HLA-DQA10501-DQB10302 with pseudo-sequence HLA-DQA10501-DQB10302. The binding affinity (normalized) is 0.233. (2) The peptide sequence is EGSTELSPLYFTSVI. The MHC is DRB1_0101 with pseudo-sequence DRB1_0101. The binding affinity (normalized) is 0.0754. (3) The peptide sequence is GELELQFRRVKCKYP. The MHC is HLA-DPA10103-DPB10301 with pseudo-sequence HLA-DPA10103-DPB10301. The binding affinity (normalized) is 0.0697. (4) The peptide sequence is TDAATHNPWASQKH. The MHC is DRB1_1501 with pseudo-sequence DRB1_1501. The binding affinity (normalized) is 0.119. (5) The peptide sequence is RVLDILVARRLLLKK. The MHC is DRB1_0404 with pseudo-sequence DRB1_0404. The binding affinity (normalized) is 0.542. (6) The peptide sequence is WDINTPAFEWYDQSGLSVVM. The MHC is DRB1_1101 with pseudo-sequence DRB1_1101. The binding affinity (normalized) is 0.186. (7) The peptide sequence is TDKFLANVSTVLTGK. The MHC is DRB3_0202 with pseudo-sequence DRB3_0202. The binding affinity (normalized) is 0.866.